From a dataset of Catalyst prediction with 721,799 reactions and 888 catalyst types from USPTO. Predict which catalyst facilitates the given reaction. (1) Reactant: [C:1]([O:5][C:6]([N:8]1[CH2:13][CH2:12][CH2:11][CH2:10][CH:9]1[C:14](O)=O)=[O:7])([CH3:4])([CH3:3])[CH3:2].C([N:19](CC)CC)C.ClC(OCC)=O.N. Product: [C:1]([O:5][C:6]([N:8]1[CH2:13][CH2:12][CH2:11][CH2:10][CH:9]1[C:14]#[N:19])=[O:7])([CH3:4])([CH3:3])[CH3:2]. The catalyst class is: 1. (2) Reactant: [C:1]([O:5][C:6]([N:8]1[CH2:13][CH2:12][C@@H:11]([C:14](O)=[O:15])[C@H:10]([C:17]2[CH:22]=[CH:21][C:20]([F:23])=[CH:19][C:18]=2[CH3:24])[CH2:9]1)=[O:7])([CH3:4])([CH3:3])[CH3:2].[CH:25]1([NH2:28])[CH2:27][CH2:26]1.CCN=C=NCCCN(C)C.Cl.C1C=CC2N(O)N=NC=2C=1. Product: [CH:25]1([NH:28][C:14]([C@@H:11]2[CH2:12][CH2:13][N:8]([C:6]([O:5][C:1]([CH3:3])([CH3:2])[CH3:4])=[O:7])[CH2:9][C@H:10]2[C:17]2[CH:22]=[CH:21][C:20]([F:23])=[CH:19][C:18]=2[CH3:24])=[O:15])[CH2:27][CH2:26]1. The catalyst class is: 144. (3) Reactant: [C:1]([Mg]Br)#[CH:2].[F:5][C:6]1[CH:11]=[C:10]([F:12])[CH:9]=[CH:8][C:7]=1[C@:13]12[CH2:22][O:21][C@@H:20]([CH:23]=[O:24])[CH2:19][C@H:18]1[CH2:17][S:16][C:15]([NH:25][C:26](=[O:33])[C:27]1[CH:32]=[CH:31][CH:30]=[CH:29][CH:28]=1)=[N:14]2. Product: [F:5][C:6]1[CH:11]=[C:10]([F:12])[CH:9]=[CH:8][C:7]=1[C@:13]12[CH2:22][O:21][C@@H:20]([CH:23]([OH:24])[C:1]#[CH:2])[CH2:19][C@H:18]1[CH2:17][S:16][C:15]([NH:25][C:26](=[O:33])[C:27]1[CH:28]=[CH:29][CH:30]=[CH:31][CH:32]=1)=[N:14]2. The catalyst class is: 7. (4) Reactant: [NH2:1][C:2]1[N:3]=[N:4][C:5]([Cl:12])=[CH:6][C:7]=1[C:8]([NH:10][CH3:11])=[O:9].Br[CH:14]([CH3:21])[C:15](=[O:20])[C:16]([F:19])([F:18])[F:17].C(=O)([O-])O.[Na+]. Product: [Cl:12][C:5]1[CH:6]=[C:7]([C:8]([NH:10][CH3:11])=[O:9])[C:2]2[N:3]([CH:14]([CH3:21])[C:15]([OH:20])([C:16]([F:19])([F:18])[F:17])[N:1]=2)[N:4]=1. The catalyst class is: 8. (5) Product: [F:1][C:2]1[CH:19]=[CH:18][C:5]([CH2:6][O:7][C:8]2[CH:9]=[C:10]([CH:15]=[CH:16][CH:17]=2)[C:11]([OH:13])=[O:12])=[CH:4][CH:3]=1. Reactant: [F:1][C:2]1[CH:19]=[CH:18][C:5]([CH2:6][O:7][C:8]2[CH:9]=[C:10]([CH:15]=[CH:16][CH:17]=2)[C:11]([O:13]C)=[O:12])=[CH:4][CH:3]=1.FC1C=CC(COC2C=CC(C(O)=O)=CC=2)=CC=1. The catalyst class is: 13. (6) Reactant: [NH2:1][C:2]1[CH:3]=[C:4]([C:9]2[N:13]=[C:12]([CH2:14][CH2:15][C:16](=[O:18])[CH3:17])[O:11][N:10]=2)[CH:5]=[CH:6][C:7]=1[F:8].[CH3:19][Li]. Product: [NH2:1][C:2]1[CH:3]=[C:4]([C:9]2[N:13]=[C:12]([CH2:14][CH2:15][C:16]([CH3:19])([OH:18])[CH3:17])[O:11][N:10]=2)[CH:5]=[CH:6][C:7]=1[F:8]. The catalyst class is: 1. (7) Reactant: [N:1]1([CH:11]2[C:15]3[CH:16]=[CH:17][CH:18]=[CH:19][C:14]=3[O:13][CH:12]2[CH2:20]O)[C:10]2[C:5](=[CH:6][CH:7]=[CH:8][CH:9]=2)[CH2:4][CH2:3][CH2:2]1.CNC[S:25]([C:28]1[CH:33]=[CH:32][CH:31]=[CH:30][C:29]=1[N+:34]([O-:36])=[O:35])(=[O:27])=[O:26].C1(P(C2C=CC=CC=2)C2C=CC=CC=2)C=CC=CC=1.CC(O[C:60](/[N:62]=N/C(OC(C)C)=O)=O)C.[Cl-].[NH4+]. Product: [N:1]1([CH:11]2[C:15]3[CH:16]=[CH:17][CH:18]=[CH:19][C:14]=3[O:13][CH:12]2[CH2:20][N:62]([CH3:60])[S:25]([C:28]2[CH:33]=[CH:32][CH:31]=[CH:30][C:29]=2[N+:34]([O-:36])=[O:35])(=[O:26])=[O:27])[C:10]2[C:5](=[CH:6][CH:7]=[CH:8][CH:9]=2)[CH2:4][CH2:3][CH2:2]1. The catalyst class is: 7.